This data is from Peptide-MHC class II binding affinity with 134,281 pairs from IEDB. The task is: Regression. Given a peptide amino acid sequence and an MHC pseudo amino acid sequence, predict their binding affinity value. This is MHC class II binding data. (1) The peptide sequence is EKPYFAATQFEPLAA. The MHC is DRB1_0101 with pseudo-sequence DRB1_0101. The binding affinity (normalized) is 0.560. (2) The peptide sequence is EYKSDYVYEPFPKEV. The MHC is HLA-DQA10102-DQB10602 with pseudo-sequence HLA-DQA10102-DQB10602. The binding affinity (normalized) is 0.319. (3) The peptide sequence is ALRWNLQMGHSVLPK. The MHC is HLA-DQA10401-DQB10402 with pseudo-sequence HLA-DQA10401-DQB10402. The binding affinity (normalized) is 0.0554. (4) The MHC is DRB4_0101 with pseudo-sequence DRB4_0103. The binding affinity (normalized) is 0.315. The peptide sequence is PGKYTAYEGQRVVFI. (5) The binding affinity (normalized) is 0. The MHC is DRB1_0404 with pseudo-sequence DRB1_0404. The peptide sequence is PAAPANPGLIIG. (6) The peptide sequence is KYMVIQGEPGRVIRG. The MHC is HLA-DQA10301-DQB10302 with pseudo-sequence HLA-DQA10301-DQB10302. The binding affinity (normalized) is 0.182. (7) The peptide sequence is RQHGSEEWEPLTKKG. The MHC is DRB3_0202 with pseudo-sequence DRB3_0202. The binding affinity (normalized) is 0.